From a dataset of Forward reaction prediction with 1.9M reactions from USPTO patents (1976-2016). Predict the product of the given reaction. The product is: [CH3:27][CH:28]1[C:33]([C:4]2[C:5]3[C:6](=[N:7][CH:8]=[C:9]([N+:15]([O-:17])=[O:16])[C:10]=3[C:11]([F:14])([F:13])[F:12])[N:2]([CH3:1])[CH:3]=2)=[CH:32][CH2:31][N:30]([C:42]([O:44][C:45]([CH3:46])([CH3:48])[CH3:47])=[O:43])[CH2:29]1. Given the reactants [CH3:1][N:2]1[C:6]2=[N:7][CH:8]=[C:9]([N+:15]([O-:17])=[O:16])[C:10]([C:11]([F:14])([F:13])[F:12])=[C:5]2[C:4](B2OC(C)(C)C(C)(C)O2)=[CH:3]1.[CH3:27][CH:28]1[C:33](OS(C(F)(F)F)(=O)=O)=[CH:32][CH2:31][N:30]([C:42]([O:44][C:45]([CH3:48])([CH3:47])[CH3:46])=[O:43])[CH2:29]1.C([O-])([O-])=O.[K+].[K+], predict the reaction product.